From a dataset of Forward reaction prediction with 1.9M reactions from USPTO patents (1976-2016). Predict the product of the given reaction. (1) Given the reactants [H-].[Na+].N([NH:12][C:13](=[O:19])[O:14][C:15]([CH3:18])([CH3:17])[CH3:16])[NH:12][C:13](=[O:19])[O:14][C:15]([CH3:18])([CH3:17])[CH3:16].Br[CH2:21][CH2:22][CH2:23][CH2:24][CH2:25][CH2:26][CH:27]=[CH2:28], predict the reaction product. The product is: [CH2:21]([N:12]([C:13]([O:14][C:15]([CH3:16])([CH3:17])[CH3:18])=[O:19])[C:13]([O:14][C:15]([CH3:18])([CH3:17])[CH3:16])=[O:19])[CH2:22][CH2:23][CH2:24][CH2:25][CH2:26][CH:27]=[CH2:28]. (2) Given the reactants [CH3:1][O:2][C:3]1[N:8]=[CH:7][C:6]([CH2:9][S:10]([CH2:13][C:14]([O-:16])=[O:15])(=[O:12])=[O:11])=[CH:5][C:4]=1[N+:17]([O-:19])=[O:18].C(=O)([O-])[O-].[Na+].[Na+], predict the reaction product. The product is: [CH3:1][O:2][C:3]1[N:8]=[CH:7][C:6]([CH2:9][S:10]([CH2:13][C:14]([OH:16])=[O:15])(=[O:12])=[O:11])=[CH:5][C:4]=1[N+:17]([O-:19])=[O:18]. (3) Given the reactants C[O:2][C:3]([C:5]1[CH:6]=[C:7]([C:11]2[CH:16]=[C:15]([CH2:17][O:18][CH2:19][O:20][CH3:21])[CH:14]=[C:13]([O:22][CH3:23])[N:12]=2)[CH:8]=[N:9][CH:10]=1)=O.[H-].[Al+3].[Li+].[H-].[H-].[H-], predict the reaction product. The product is: [CH3:23][O:22][C:13]1[N:12]=[C:11]([C:7]2[CH:8]=[N:9][CH:10]=[C:5]([CH2:3][OH:2])[CH:6]=2)[CH:16]=[C:15]([CH2:17][O:18][CH2:19][O:20][CH3:21])[CH:14]=1. (4) Given the reactants [NH:1]1[CH:5]=[C:4]([CH:6]2[CH2:10][CH2:9][N:8]([C:11]([N:13]3[C:22]4[C:17](=[CH:18][CH:19]=[CH:20][CH:21]=4)[N:16]([C:23]4[CH:32]=[CH:31][C:26]([C:27]([O:29]C)=[O:28])=[CH:25][CH:24]=4)[CH2:15][CH2:14]3)=[O:12])[CH2:7]2)[CH:3]=[N:2]1.O.[OH-].[Li+], predict the reaction product. The product is: [NH:1]1[CH:5]=[C:4]([CH:6]2[CH2:10][CH2:9][N:8]([C:11]([N:13]3[C:22]4[C:17](=[CH:18][CH:19]=[CH:20][CH:21]=4)[N:16]([C:23]4[CH:24]=[CH:25][C:26]([C:27]([OH:29])=[O:28])=[CH:31][CH:32]=4)[CH2:15][CH2:14]3)=[O:12])[CH2:7]2)[CH:3]=[N:2]1. (5) The product is: [C:35]([C:39]1[CH:40]=[CH:41][C:42]([CH2:43][NH:6][CH2:5][C:4]2[CH:7]=[CH:8][C:9]([C:11]3[CH:16]=[CH:15][N:14]=[C:13]4[NH:17][C:18]([C:20]5[CH:21]=[N:22][N:23]([CH3:25])[CH:24]=5)=[N:19][C:12]=34)=[CH:10][C:3]=2[F:2])=[CH:45][CH:46]=1)([CH3:38])([CH3:36])[CH3:37]. Given the reactants Cl.[F:2][C:3]1[CH:10]=[C:9]([C:11]2[CH:16]=[CH:15][N:14]=[C:13]3[NH:17][C:18]([C:20]4[CH:21]=[N:22][N:23]([CH3:25])[CH:24]=4)=[N:19][C:12]=23)[CH:8]=[CH:7][C:4]=1[CH2:5][NH2:6].CCN(C(C)C)C(C)C.[C:35]([C:39]1[CH:46]=[CH:45][C:42]([CH2:43]Br)=[CH:41][CH:40]=1)([CH3:38])([CH3:37])[CH3:36], predict the reaction product. (6) Given the reactants [NH2:1][C:2]1[CH:3]=[CH:4][C:5]([C:8]2[NH:12][C:11]([CH:13]3[N:21]4[C:16](=[CH:17][C:18]([C:23]5[CH:28]=[C:27]([Cl:29])[CH:26]=[CH:25][C:24]=5[N:30]5[CH:34]=[N:33][N:32]=[N:31]5)=[CH:19][C:20]4=[O:22])[CH2:15][CH2:14]3)=[N:10][CH:9]=2)=[N:6][CH:7]=1.Cl[C:36]([O:38][CH3:39])=[O:37], predict the reaction product. The product is: [CH3:39][O:38][C:36](=[O:37])[NH:1][C:2]1[CH:7]=[N:6][C:5]([C:8]2[NH:12][C:11]([CH:13]3[N:21]4[C:16](=[CH:17][C:18]([C:23]5[CH:28]=[C:27]([Cl:29])[CH:26]=[CH:25][C:24]=5[N:30]5[CH:34]=[N:33][N:32]=[N:31]5)=[CH:19][C:20]4=[O:22])[CH2:15][CH2:14]3)=[N:10][CH:9]=2)=[CH:4][CH:3]=1. (7) Given the reactants ClC1C=CC(B(O)O)=CC=1.C(N(CC)CC)C.[Cl:18][C:19]1[CH:24]=[CH:23][C:22]([CH:25]2[CH:29]=[CH:28][CH2:27][O:26]2)=[CH:21][CH:20]=1.[BH4-].[Na+], predict the reaction product. The product is: [Cl:18][C:19]1[CH:20]=[CH:21][C:22]([CH:25]2[CH2:29][CH2:28][CH2:27][O:26]2)=[CH:23][CH:24]=1. (8) Given the reactants [SH:1][C:2]1[CH:11]=[CH:10][C:5]([NH:6][C:7](=[O:9])[CH3:8])=[CH:4][C:3]=1[N+:12]([O-])=O, predict the reaction product. The product is: [NH2:12][C:3]1[CH:4]=[C:5]([CH:10]=[CH:11][C:2]=1[SH:1])[NH:6][C:7](=[O:9])[CH3:8]. (9) Given the reactants [NH2:1][N:2]1[CH2:7][CH2:6][CH2:5][CH2:4][CH2:3]1.[Cl:8][C:9]1[CH:14]=[C:13]([Cl:15])[CH:12]=[CH:11][C:10]=1[C:16]1[N:17]=[C:18]([C:29](OCC)=[O:30])[N:19]([CH3:28])[C:20]=1[C:21]1[CH:26]=[CH:25][C:24]([Cl:27])=[CH:23][CH:22]=1, predict the reaction product. The product is: [N:2]1([NH:1][C:29]([C:18]2[N:19]([CH3:28])[C:20]([C:21]3[CH:26]=[CH:25][C:24]([Cl:27])=[CH:23][CH:22]=3)=[C:16]([C:10]3[CH:11]=[CH:12][C:13]([Cl:15])=[CH:14][C:9]=3[Cl:8])[N:17]=2)=[O:30])[CH2:7][CH2:6][CH2:5][CH2:4][CH2:3]1.